From a dataset of Reaction yield outcomes from USPTO patents with 853,638 reactions. Predict the reaction yield, written as a fraction of the theoretical maximum amount of product (1.0 means a 100% yield; for example, 0.34 means a 34% yield). (1) The reactants are FC(F)(F)C([O-])=O.[F:8][C:9]1[CH:22]=[CH:21][C:12]([CH2:13][N:14]2[CH2:19][CH2:18][NH2+:17][CH2:16][C:15]2=[O:20])=[CH:11][CH:10]=1.[CH:23]([O:26][C:27]([C:29]1[C:34]([C:35](O)=[O:36])=[CH:33][CH:32]=[CH:31][N:30]=1)=[O:28])([CH3:25])[CH3:24].C(Cl)CCl.C(N(CC)CC)C. The catalyst is C(Cl)Cl.CN(C=O)C. The product is [CH:23]([O:26][C:27]([C:29]1[C:34]([C:35]([N:17]2[CH2:18][CH2:19][N:14]([CH2:13][C:12]3[CH:21]=[CH:22][C:9]([F:8])=[CH:10][CH:11]=3)[C:15](=[O:20])[CH2:16]2)=[O:36])=[CH:33][CH:32]=[CH:31][N:30]=1)=[O:28])([CH3:25])[CH3:24]. The yield is 1.00. (2) The reactants are C(=O)(O)[O-].[Na+].O.[S:7]1[C:11]2=[CH:12][N:13]=[C:14]([C:16](=[O:18])[CH3:17])[CH:15]=[C:10]2[CH:9]=[CH:8]1.[Br:19]Br. The catalyst is C(Cl)(Cl)(Cl)Cl. The product is [Br:19][C:9]1[C:10]2[C:11](=[CH:12][N:13]=[C:14]([C:16](=[O:18])[CH3:17])[CH:15]=2)[S:7][CH:8]=1. The yield is 0.360. (3) The reactants are C1COCC1.C([O:9][CH:10]([CH:14]([C:16]1[CH:21]=[CH:20][CH:19]=[C:18]([C:22](=[O:42])[C:23](=[C:33]2[NH:37][C:36]3[CH:38]=[CH:39][CH:40]=[CH:41][C:35]=3[NH:34]2)[C:24]([C:26]2[CH:31]=[CH:30][CH:29]=[C:28]([F:32])[CH:27]=2)=[O:25])[CH:17]=1)[OH:15])[CH:11]([OH:13])[CH3:12])(=O)C.[OH-].[Na+].[Cl-].[NH4+]. The catalyst is CO. The product is [NH:34]1[C:35]2[CH:41]=[CH:40][CH:39]=[CH:38][C:36]=2[NH:37][C:33]1=[C:23]([C:22]([C:18]1[CH:19]=[CH:20][CH:21]=[C:16]([CH:14]([OH:15])[CH:10]([OH:9])[CH:11]([OH:13])[CH3:12])[CH:17]=1)=[O:42])[C:24]([C:26]1[CH:31]=[CH:30][CH:29]=[C:28]([F:32])[CH:27]=1)=[O:25]. The yield is 0.370. (4) The reactants are C[O:2][C:3]1[CH:8]=[CH:7][C:6]([C:9]2[S:10][C:11]3[C:16]([C:17](=[O:19])[CH:18]=2)=[CH:15][CH:14]=[CH:13][CH:12]=3)=[CH:5][CH:4]=1.B(Br)(Br)Br. The catalyst is C(Cl)Cl. The product is [OH:2][C:3]1[CH:8]=[CH:7][C:6]([C:9]2[S:10][C:11]3[C:16]([C:17](=[O:19])[CH:18]=2)=[CH:15][CH:14]=[CH:13][CH:12]=3)=[CH:5][CH:4]=1. The yield is 0.800. (5) The reactants are [CH:1]1([CH2:4][CH2:5][OH:6])[CH2:3][CH2:2]1.[H-].[Na+].[F:9][C:10]1[CH:22]=[C:21](F)[C:20]([F:24])=[CH:19][C:11]=1[C:12]([NH:14][S:15]([CH3:18])(=[O:17])=[O:16])=[O:13]. The catalyst is CN(C)C=O. The product is [CH:1]1([CH2:4][CH2:5][O:6][C:21]2[C:20]([F:24])=[CH:19][C:11]([C:12]([NH:14][S:15]([CH3:18])(=[O:17])=[O:16])=[O:13])=[C:10]([F:9])[CH:22]=2)[CH2:3][CH2:2]1. The yield is 0.190.